Task: Regression. Given a peptide amino acid sequence and an MHC pseudo amino acid sequence, predict their binding affinity value. This is MHC class II binding data.. Dataset: Peptide-MHC class II binding affinity with 134,281 pairs from IEDB (1) The peptide sequence is EKKYFAATQHEPLAA. The MHC is HLA-DPA10301-DPB10402 with pseudo-sequence HLA-DPA10301-DPB10402. The binding affinity (normalized) is 0.460. (2) The peptide sequence is AQAAVVRFQEAANKQ. The MHC is DRB4_0101 with pseudo-sequence DRB4_0103. The binding affinity (normalized) is 0.389. (3) The peptide sequence is AGRFEVHAQTVEDEA. The MHC is HLA-DPA10103-DPB10201 with pseudo-sequence HLA-DPA10103-DPB10201. The binding affinity (normalized) is 0.196. (4) The peptide sequence is VEIALGGVMGGLWKY. The MHC is HLA-DQA10601-DQB10402 with pseudo-sequence HLA-DQA10601-DQB10402. The binding affinity (normalized) is 0.388. (5) The peptide sequence is TSKLDAAYKLAYKTA. The MHC is HLA-DQA10501-DQB10301 with pseudo-sequence HLA-DQA10501-DQB10301. The binding affinity (normalized) is 0.576. (6) The peptide sequence is AMSKVRKDISEWQPS. The MHC is DRB1_0901 with pseudo-sequence DRB1_0901. The binding affinity (normalized) is 0.355. (7) The peptide sequence is AGKVAATAANAAPAN. The MHC is DRB1_0802 with pseudo-sequence DRB1_0802. The binding affinity (normalized) is 0.593. (8) The peptide sequence is FLALLQMLELRTPVD. The MHC is DRB1_0101 with pseudo-sequence DRB1_0101. The binding affinity (normalized) is 0.713. (9) The peptide sequence is VKYAVFEAALTKA. The MHC is DRB1_0701 with pseudo-sequence DRB1_0701. The binding affinity (normalized) is 0.324. (10) The peptide sequence is LMVVVIPEPGQQRSI. The MHC is DRB3_0101 with pseudo-sequence DRB3_0101. The binding affinity (normalized) is 0.289.